Dataset: Peptide-MHC class I binding affinity with 185,985 pairs from IEDB/IMGT. Task: Regression. Given a peptide amino acid sequence and an MHC pseudo amino acid sequence, predict their binding affinity value. This is MHC class I binding data. (1) The MHC is HLA-B18:01 with pseudo-sequence HLA-B18:01. The binding affinity (normalized) is 0.0847. The peptide sequence is AVHGYYIGY. (2) The peptide sequence is RKAGVNQAK. The MHC is HLA-A31:01 with pseudo-sequence HLA-A31:01. The binding affinity (normalized) is 0.0847. (3) The peptide sequence is YVWWAAVIY. The MHC is HLA-B15:01 with pseudo-sequence HLA-B15:01. The binding affinity (normalized) is 0.0847. (4) The peptide sequence is YAVLSEYETM. The MHC is HLA-A02:01 with pseudo-sequence HLA-A02:01. The binding affinity (normalized) is 0.204. (5) The peptide sequence is SLDSWWTSL. The MHC is Patr-A0401 with pseudo-sequence Patr-A0401. The binding affinity (normalized) is 0.